From a dataset of Full USPTO retrosynthesis dataset with 1.9M reactions from patents (1976-2016). Predict the reactants needed to synthesize the given product. Given the product [O:11]=[C:12]1[NH:16][C@@H:15]([C@@H:17]([CH3:29])[C:18]([O:20][CH2:21][C:22]2[CH:27]=[CH:26][CH:25]=[CH:24][CH:23]=2)=[O:19])[CH2:14][O:13]1, predict the reactants needed to synthesize it. The reactants are: C[Si]([N-][Si](C)(C)C)(C)C.[Na+].[O:11]=[C:12]1[NH:16][C@@H:15]([CH2:17][C:18]([O:20][CH2:21][C:22]2[CH:27]=[CH:26][CH:25]=[CH:24][CH:23]=2)=[O:19])[CH2:14][O:13]1.I[CH3:29].